Dataset: Forward reaction prediction with 1.9M reactions from USPTO patents (1976-2016). Task: Predict the product of the given reaction. (1) Given the reactants C[O:2][C:3]1[CH:8]=[CH:7][C:6]([C@@H:9]([NH2:11])[CH3:10])=[CH:5][CH:4]=1.[BrH:12], predict the reaction product. The product is: [BrH:12].[NH2:11][C@H:9]([C:6]1[CH:7]=[CH:8][C:3]([OH:2])=[CH:4][CH:5]=1)[CH3:10]. (2) Given the reactants [CH3:1][NH:2][S:3]([C:6]1[CH:32]=[CH:31][C:9]([CH2:10][NH:11][C:12]([C:14]2[C:15]3[CH:16]=[N:17][N:18]([C:24]4[CH:29]=[CH:28][C:27]([F:30])=[CH:26][CH:25]=4)[C:19]=3[CH:20]=[C:21](Br)[CH:22]=2)=[O:13])=[CH:8][CH:7]=1)(=[O:5])=[O:4].Cl.[CH3:34][NH2:35].CC(C)([O-])C.[Na+], predict the reaction product. The product is: [CH3:1][NH:2][S:3]([C:6]1[CH:32]=[CH:31][C:9]([CH2:10][NH:11][C:12]([C:14]2[C:15]3[CH:16]=[N:17][N:18]([C:24]4[CH:29]=[CH:28][C:27]([F:30])=[CH:26][CH:25]=4)[C:19]=3[CH:20]=[C:21]([NH:35][CH3:34])[CH:22]=2)=[O:13])=[CH:8][CH:7]=1)(=[O:5])=[O:4]. (3) Given the reactants I[C:2]1[N:3]=[N:4][N:5]([CH3:7])[N:6]=1.[Li]CCCC.N#N.[CH2:15]([Sn:19](Cl)([CH2:24][CH2:25][CH2:26][CH3:27])[CH2:20][CH2:21][CH2:22][CH3:23])[CH2:16][CH2:17][CH3:18], predict the reaction product. The product is: [CH3:7][N:5]1[N:4]=[N:3][C:2]([Sn:19]([CH2:20][CH2:21][CH2:22][CH3:23])([CH2:24][CH2:25][CH2:26][CH3:27])[CH2:15][CH2:16][CH2:17][CH3:18])=[N:6]1. (4) Given the reactants [BH4-].[Na+].[F:3][CH:4]([F:51])[C:5]([C:38]1[CH:43]=[CH:42][C:41]([C:44]2[CH:49]=[CH:48][C:47]([F:50])=[CH:46][N:45]=2)=[CH:40][CH:39]=1)([OH:37])[CH2:6][C:7]1[N:8]([C:18]([C:31]2[CH:36]=[CH:35][CH:34]=[CH:33][CH:32]=2)([C:25]2[CH:30]=[CH:29][CH:28]=[CH:27][CH:26]=2)[C:19]2[CH:24]=[CH:23][CH:22]=[CH:21][CH:20]=2)[CH:9]=[C:10]([CH2:12][C:13]([CH3:17])([CH3:16])[CH:14]=[O:15])[N:11]=1, predict the reaction product. The product is: [F:51][CH:4]([F:3])[C:5]([C:38]1[CH:39]=[CH:40][C:41]([C:44]2[CH:49]=[CH:48][C:47]([F:50])=[CH:46][N:45]=2)=[CH:42][CH:43]=1)([OH:37])[CH2:6][C:7]1[N:8]([C:18]([C:25]2[CH:30]=[CH:29][CH:28]=[CH:27][CH:26]=2)([C:31]2[CH:36]=[CH:35][CH:34]=[CH:33][CH:32]=2)[C:19]2[CH:20]=[CH:21][CH:22]=[CH:23][CH:24]=2)[CH:9]=[C:10]([CH2:12][C:13]([CH3:17])([CH3:16])[CH2:14][OH:15])[N:11]=1. (5) Given the reactants [N:1]1[CH:6]=[CH:5][CH:4]=[C:3]([N:7]=[C:8]=S)[CH:2]=1.[NH:10]([C:12](=[O:33])[C:13]([NH:15][C:16]1[CH:21]=[CH:20][C:19]([C@H:22]2[CH2:27][CH2:26][C@H:25]([CH2:28][C:29]([O:31][CH3:32])=[O:30])[CH2:24][CH2:23]2)=[CH:18][CH:17]=1)=[O:14])[NH2:11].CCN=C=NCCCN(C)C, predict the reaction product. The product is: [N:1]1[CH:6]=[CH:5][CH:4]=[C:3]([NH:7][C:8]2[O:33][C:12]([C:13]([NH:15][C:16]3[CH:21]=[CH:20][C:19]([C@H:22]4[CH2:27][CH2:26][C@H:25]([CH2:28][C:29]([O:31][CH3:32])=[O:30])[CH2:24][CH2:23]4)=[CH:18][CH:17]=3)=[O:14])=[N:10][N:11]=2)[CH:2]=1. (6) Given the reactants [C:1]([C:3]1([C:6]2[CH:7]=[C:8]([CH:13]=[CH:14][CH:15]=2)[C:9]([O:11]C)=[O:10])[CH2:5][CH2:4]1)#[N:2].[OH-].[Li+].CO.O, predict the reaction product. The product is: [C:1]([C:3]1([C:6]2[CH:7]=[C:8]([CH:13]=[CH:14][CH:15]=2)[C:9]([OH:11])=[O:10])[CH2:4][CH2:5]1)#[N:2].